The task is: Predict the product of the given reaction.. This data is from Forward reaction prediction with 1.9M reactions from USPTO patents (1976-2016). (1) Given the reactants [Cl:1][C:2]1[N:3]=[N:4][C:5]([Cl:11])=[CH:6][C:7]=1[C:8](O)=[O:9].C(Cl)(=O)C([Cl:15])=O.CN(C=O)C, predict the reaction product. The product is: [Cl:1][C:2]1[N:3]=[N:4][C:5]([Cl:11])=[CH:6][C:7]=1[C:8]([Cl:15])=[O:9]. (2) Given the reactants [N:1]1[C:10]2[C:5](=[CH:6][CH:7]=[CH:8][CH:9]=2)[N:4]=[CH:3][C:2]=1[C:11]1[CH:12]=[C:13]([NH2:17])[CH:14]=[CH:15][CH:16]=1.C(N(C(C)C)CC)(C)C.[Cl:27][CH:28]([Cl:32])[C:29](Cl)=[O:30], predict the reaction product. The product is: [Cl:27][CH:28]([Cl:32])[C:29]([NH:17][C:13]1[CH:14]=[CH:15][CH:16]=[C:11]([C:2]2[CH:3]=[N:4][C:5]3[C:10](=[CH:9][CH:8]=[CH:7][CH:6]=3)[N:1]=2)[CH:12]=1)=[O:30]. (3) The product is: [C:6]1([S:12]([N:15]2[C:23]3[C:18](=[CH:19][C:20]([CH:24]=[CH:34][N+:31]([O-:33])=[O:32])=[CH:21][CH:22]=3)[C:17]3[CH:26]=[C:27]([Cl:30])[CH:28]=[N:29][C:16]2=3)(=[O:14])=[O:13])[CH:11]=[CH:10][CH:9]=[CH:8][CH:7]=1. Given the reactants C([O-])(=O)C.[NH4+].[C:6]1([S:12]([N:15]2[C:23]3[C:18](=[CH:19][C:20]([CH:24]=O)=[CH:21][CH:22]=3)[C:17]3[CH:26]=[C:27]([Cl:30])[CH:28]=[N:29][C:16]2=3)(=[O:14])=[O:13])[CH:11]=[CH:10][CH:9]=[CH:8][CH:7]=1.[N+:31]([CH3:34])([O-:33])=[O:32], predict the reaction product. (4) Given the reactants CC1C=CC(S(Cl)(=O)=O)=CC=1.[CH3:12][O:13][C:14](=[O:27])[C@H:15]([CH2:24][CH2:25]O)[NH:16][C:17]([O:19][C:20]([CH3:23])([CH3:22])[CH3:21])=[O:18].[N-:28]=[N+:29]=[N-:30].[Na+], predict the reaction product. The product is: [CH3:12][O:13][C:14](=[O:27])[C@@H:15]([NH:16][C:17]([O:19][C:20]([CH3:23])([CH3:22])[CH3:21])=[O:18])[CH2:24][CH2:25][N:28]=[N+:29]=[N-:30]. (5) Given the reactants [O:1]1[C:5]2[CH2:6][CH2:7][CH2:8][C:9](=[O:10])[C:4]=2[CH:3]=[CH:2]1.C=CCCCCCCCCCC, predict the reaction product. The product is: [O:1]1[C:5]2=[CH:6][CH:7]=[CH:8][C:9]([OH:10])=[C:4]2[CH:3]=[CH:2]1. (6) Given the reactants [Cl:1][C:2]1[CH:3]=[C:4]([CH:8]=[CH:9][N:10]=1)[C:5]([OH:7])=O.Cl.[F:12][C:13]1[C:21]([F:22])=[CH:20][CH:19]=[C:18]2[C:14]=1[CH2:15][CH2:16][NH:17]2.CN(C(ON1N=NC2C=CC=CC1=2)=[N+](C)C)C.[B-](F)(F)(F)F.C(=O)([O-])[O-].[K+].[K+], predict the reaction product. The product is: [Cl:1][C:2]1[CH:3]=[C:4]([C:5]([N:17]2[C:18]3[C:14](=[C:13]([F:12])[C:21]([F:22])=[CH:20][CH:19]=3)[CH2:15][CH2:16]2)=[O:7])[CH:8]=[CH:9][N:10]=1. (7) Given the reactants [F:1][C:2]([F:7])([F:6])[C:3]([OH:5])=[O:4].C([NH:12][C:13]1[CH:22]=[CH:21][C:20]2[C:15](=[CH:16][C:17]([C:23]([N:25]3[CH2:30][CH2:29][C:28]4([CH2:38][C:37](=[O:39])[C:36]5[N:35]([CH:40]([CH3:42])[CH3:41])[N:34]=[CH:33][C:32]=5[CH2:31]4)[CH2:27][CH2:26]3)=[O:24])=[CH:18][CH:19]=2)[N:14]=1)(C)(C)C, predict the reaction product. The product is: [F:1][C:2]([F:7])([F:6])[C:3]([OH:5])=[O:4].[NH2:12][C:13]1[CH:22]=[CH:21][C:20]2[C:15](=[CH:16][C:17]([C:23]([N:25]3[CH2:26][CH2:27][C:28]4([CH2:38][C:37](=[O:39])[C:36]5[N:35]([CH:40]([CH3:42])[CH3:41])[N:34]=[CH:33][C:32]=5[CH2:31]4)[CH2:29][CH2:30]3)=[O:24])=[CH:18][CH:19]=2)[N:14]=1. (8) Given the reactants [Cl:1][C:2]1[CH:3]=[C:4]([NH:8][C:9]2[N:14]=[C:13]([C:15]([F:18])([F:17])[F:16])[C:12]([CH:19]=[O:20])=[CH:11][N:10]=2)[CH:5]=[CH:6][CH:7]=1.[CH2:21]([NH2:25])[CH:22]([CH3:24])[CH3:23].[BH4-].[CH3:27][OH:28], predict the reaction product. The product is: [Cl:1][C:2]1[CH:3]=[C:4]([NH:8][C:9]2[N:14]=[C:13]([C:15]([F:18])([F:17])[F:16])[C:12]([CH2:19][NH:25][CH2:21][CH:22]([CH3:24])[CH3:23])=[CH:11][N:10]=2)[CH:5]=[CH:6][CH:7]=1.[CH:27]([O-:20])=[O:28]. (9) Given the reactants [CH:1]1[C:2]([C:10]([O:12][CH2:13][CH3:14])=[O:11])=[CH:3][N:4]2[C:9]=1[CH:8]=[CH:7][CH:6]=[CH:5]2.[I:15]N1C(=O)CCC1=O, predict the reaction product. The product is: [I:15][C:3]1[N:4]2[C:9]([CH:8]=[CH:7][CH:6]=[CH:5]2)=[CH:1][C:2]=1[C:10]([O:12][CH2:13][CH3:14])=[O:11]. (10) Given the reactants Br[C:2]1[CH:7]=[N:6][CH:5]=[C:4]2[NH:8][CH:9]=[CH:10][C:3]=12.[CH3:11][N:12](C=O)C, predict the reaction product. The product is: [NH:8]1[C:4]2[CH:5]=[N:6][CH:7]=[C:2]([C:11]#[N:12])[C:3]=2[CH:10]=[CH:9]1.